The task is: Regression. Given a peptide amino acid sequence and an MHC pseudo amino acid sequence, predict their binding affinity value. This is MHC class I binding data.. This data is from Peptide-MHC class I binding affinity with 185,985 pairs from IEDB/IMGT. (1) The peptide sequence is SPAIFQCSM. The MHC is HLA-B40:01 with pseudo-sequence HLA-B40:01. The binding affinity (normalized) is 0. (2) The peptide sequence is YQNFQNADK. The MHC is HLA-A68:01 with pseudo-sequence HLA-A68:01. The binding affinity (normalized) is 0.149. (3) The peptide sequence is QTEENLLDF. The MHC is HLA-B57:01 with pseudo-sequence HLA-B57:01. The binding affinity (normalized) is 0.213. (4) The peptide sequence is RSSPRETMK. The MHC is HLA-A69:01 with pseudo-sequence HLA-A69:01. The binding affinity (normalized) is 0.0847. (5) The peptide sequence is KVPLRAMTYKL. The MHC is Mamu-A01 with pseudo-sequence Mamu-A01. The binding affinity (normalized) is 0.253. (6) The peptide sequence is YVDIIGLSV. The MHC is HLA-A02:03 with pseudo-sequence HLA-A02:03. The binding affinity (normalized) is 0.763. (7) The binding affinity (normalized) is 0.292. The peptide sequence is QQYAGWSAL. The MHC is HLA-B07:02 with pseudo-sequence HLA-B07:02.